Dataset: Catalyst prediction with 721,799 reactions and 888 catalyst types from USPTO. Task: Predict which catalyst facilitates the given reaction. (1) Reactant: [CH3:1][O:2][C:3](=[O:11])[C:4]1[CH:9]=[CH:8][C:7](F)=[CH:6][CH:5]=1.[CH3:12][N:13]1[CH2:18][CH2:17][NH:16][CH2:15][CH2:14]1.C(=O)([O-])[O-].[K+].[K+]. Product: [CH3:1][O:2][C:3](=[O:11])[C:4]1[CH:9]=[CH:8][C:7]([N:16]2[CH2:17][CH2:18][N:13]([CH3:12])[CH2:14][CH2:15]2)=[CH:6][CH:5]=1. The catalyst class is: 10. (2) Reactant: [N+:1]([O-])([OH:3])=[O:2].[CH2:5]([O:12][C:13]1[CH:18]=[C:17](/[CH:19]=[CH:20]/[N+:21]([O-:23])=[O:22])[CH:16]=[CH:15][C:14]=1[O:24][CH2:25][CH2:26][CH2:27][O:28][CH3:29])[C:6]1[CH:11]=[CH:10][CH:9]=[CH:8][CH:7]=1. Product: [CH2:5]([O:12][C:13]1[CH:18]=[C:17](/[CH:19]=[CH:20]/[N+:21]([O-:23])=[O:22])[C:16]([N+:1]([O-:3])=[O:2])=[CH:15][C:14]=1[O:24][CH2:25][CH2:26][CH2:27][O:28][CH3:29])[C:6]1[CH:7]=[CH:8][CH:9]=[CH:10][CH:11]=1. The catalyst class is: 15. (3) Reactant: [C:1]1([C:7]([C:27]2[CH:32]=[CH:31][CH:30]=[CH:29][CH:28]=2)=[CH:8][CH2:9][N:10]2[CH2:15][CH2:14][N:13]([C:16]3[CH:26]=[CH:25][C:19]([C:20]([O:22]CC)=[O:21])=[CH:18][CH:17]=3)[CH2:12][CH2:11]2)[CH:6]=[CH:5][CH:4]=[CH:3][CH:2]=1.O.[OH-].[Li+].Cl. Product: [C:27]1([C:7]([C:1]2[CH:6]=[CH:5][CH:4]=[CH:3][CH:2]=2)=[CH:8][CH2:9][N:10]2[CH2:11][CH2:12][N:13]([C:16]3[CH:17]=[CH:18][C:19]([C:20]([OH:22])=[O:21])=[CH:25][CH:26]=3)[CH2:14][CH2:15]2)[CH:28]=[CH:29][CH:30]=[CH:31][CH:32]=1. The catalyst class is: 193.